This data is from Forward reaction prediction with 1.9M reactions from USPTO patents (1976-2016). The task is: Predict the product of the given reaction. Given the reactants [Cl:1][C:2]1[CH:7]=[CH:6][C:5]([NH:8]C#C[Si](C)(C)C)=[CH:4][CH:3]=1.[CH2:15](N(CC)CC)[CH3:16].Br[C:23]1[CH:28]=[CH:27][CH:26]=[CH:25][C:24]=1[O:29][C:30]([F:33])([F:32])[F:31].CCCC[N+](CCCC)(CCCC)CCCC.[F-], predict the reaction product. The product is: [Cl:1][C:2]1[CH:3]=[CH:4][C:5]([NH2:8])=[C:6]([C:15]#[C:16][C:23]2[CH:28]=[CH:27][CH:26]=[CH:25][C:24]=2[O:29][C:30]([F:33])([F:32])[F:31])[CH:7]=1.